Dataset: Reaction yield outcomes from USPTO patents with 853,638 reactions. Task: Predict the reaction yield, written as a fraction of the theoretical maximum amount of product (1.0 means a 100% yield; for example, 0.34 means a 34% yield). (1) The reactants are [C:1]([O:5][C:6]([N:8]1[CH2:11][CH:10]([O:12][C:13]2[N:14]([CH:23]([CH3:25])[CH3:24])[C:15]3[CH:20]=[C:19](Cl)[N:18]=[CH:17][C:16]=3[N:22]=2)[CH2:9]1)=[O:7])([CH3:4])([CH3:3])[CH3:2].[CH:26]1([S:29]([N:32]2[CH:36]=[C:35]([C:37]3[N:42]=[C:41]([NH2:43])[CH:40]=[CH:39][N:38]=3)[CH:34]=[N:33]2)(=[O:31])=[O:30])[CH2:28][CH2:27]1.C1(P(C2CCCCC2)C2C=CC=CC=2C2C(C(C)C)=CC(C(C)C)=CC=2C(C)C)CCCCC1.C(=O)([O-])[O-].[Cs+].[Cs+]. The catalyst is O1CCOCC1.C1C=CC(/C=C/C(/C=C/C2C=CC=CC=2)=O)=CC=1.C1C=CC(/C=C/C(/C=C/C2C=CC=CC=2)=O)=CC=1.C1C=CC(/C=C/C(/C=C/C2C=CC=CC=2)=O)=CC=1.[Pd].[Pd]. The product is [C:1]([O:5][C:6]([N:8]1[CH2:11][CH:10]([O:12][C:13]2[N:14]([CH:23]([CH3:25])[CH3:24])[C:15]3[CH:20]=[C:19]([NH:43][C:41]4[CH:40]=[CH:39][N:38]=[C:37]([C:35]5[CH:34]=[N:33][N:32]([S:29]([CH:26]6[CH2:28][CH2:27]6)(=[O:31])=[O:30])[CH:36]=5)[N:42]=4)[N:18]=[CH:17][C:16]=3[N:22]=2)[CH2:9]1)=[O:7])([CH3:4])([CH3:3])[CH3:2]. The yield is 0.280. (2) The reactants are [F:1][C:2]1[CH:7]=[CH:6][C:5]([F:8])=[CH:4][C:3]=1[NH:9][C:10](=[O:38])[CH2:11][C:12]1[CH:17]=[CH:16][C:15]([C:18]2[CH:19]=[N:20][C:21]([O:27]CC3C=CC(OC)=CC=3)=[C:22]([O:24][CH2:25][CH3:26])[CH:23]=2)=[CH:14][C:13]=1[F:37].Cl. No catalyst specified. The product is [F:1][C:2]1[CH:7]=[CH:6][C:5]([F:8])=[CH:4][C:3]=1[NH:9][C:10](=[O:38])[CH2:11][C:12]1[CH:17]=[CH:16][C:15]([C:18]2[CH:23]=[C:22]([O:24][CH2:25][CH3:26])[C:21](=[O:27])[NH:20][CH:19]=2)=[CH:14][C:13]=1[F:37]. The yield is 0.168. (3) The reactants are [Br:1][C:2]1[CH:7]=[CH:6][C:5]([NH:8][C:9]2[CH:20]=[N:19][CH:18]=[CH:17][C:10]=2[C:11]([NH:13][O:14][CH2:15][CH3:16])=[O:12])=[C:4]([CH3:21])[CH:3]=1.ClC1C=CC=C(C(OO)=[O:30])C=1. The catalyst is C(Cl)Cl. The product is [Br:1][C:2]1[CH:7]=[CH:6][C:5]([NH:8][C:9]2[CH:20]=[N+:19]([O-:30])[CH:18]=[CH:17][C:10]=2[C:11]([NH:13][O:14][CH2:15][CH3:16])=[O:12])=[C:4]([CH3:21])[CH:3]=1. The yield is 0.440. (4) The reactants are [Cl:1][C:2]1[CH:7]=[CH:6][C:5]([C:8]([C:10]2[C:14]([C:15]3[C:16]([CH3:22])=[N:17][O:18][C:19]=3[CH2:20][OH:21])=[CH:13][N:12]([CH3:23])[N:11]=2)=[O:9])=[CH:4][CH:3]=1.C(N(CC)CC)C.[CH3:31][S:32](Cl)(=[O:34])=[O:33].C(=O)(O)[O-].[Na+]. The catalyst is C(Cl)Cl. The product is [CH3:31][S:32]([O:21][CH2:20][C:19]1[O:18][N:17]=[C:16]([CH3:22])[C:15]=1[C:14]1[C:10]([C:8](=[O:9])[C:5]2[CH:6]=[CH:7][C:2]([Cl:1])=[CH:3][CH:4]=2)=[N:11][N:12]([CH3:23])[CH:13]=1)(=[O:34])=[O:33]. The yield is 0.560. (5) The reactants are [Br:1][C:2]1[CH:3]=[CH:4][C:5]([OH:18])=[C:6]([C:8](=[O:17])[CH2:9][C:10]2[CH:15]=[CH:14][CH:13]=[CH:12][C:11]=2[CH3:16])[CH:7]=1.[C:19](OC(=O)CC)(=O)[CH2:20][CH3:21].Cl. The catalyst is C(N(CC)CC)C. The product is [Br:1][C:2]1[CH:7]=[C:6]2[C:5](=[CH:4][CH:3]=1)[O:18][C:19]([CH2:20][CH3:21])=[C:9]([C:10]1[CH:15]=[CH:14][CH:13]=[CH:12][C:11]=1[CH3:16])[C:8]2=[O:17]. The yield is 0.200. (6) The reactants are [N:1]1[CH:6]=[CH:5][CH:4]=[C:3](B(O)O)[CH:2]=1.Br[C:11]1[CH:20]=[CH:19][C:14]([C:15]([O:17][CH3:18])=[O:16])=[CH:13][CH:12]=1.C([O-])([O-])=O.[Na+].[Na+].C1(P(C2C=CC=CC=2)C2C=CC=CC=2)C=CC=CC=1. The catalyst is C1C=CC([P]([Pd]([P](C2C=CC=CC=2)(C2C=CC=CC=2)C2C=CC=CC=2)([P](C2C=CC=CC=2)(C2C=CC=CC=2)C2C=CC=CC=2)[P](C2C=CC=CC=2)(C2C=CC=CC=2)C2C=CC=CC=2)(C2C=CC=CC=2)C2C=CC=CC=2)=CC=1.C(Cl)Cl.O.CCO.COCCOC. The product is [CH3:18][O:17][C:15](=[O:16])[C:14]1[CH:19]=[CH:20][C:11]([C:3]2[CH:2]=[N:1][CH:6]=[CH:5][CH:4]=2)=[CH:12][CH:13]=1. The yield is 0.500.